Dataset: Full USPTO retrosynthesis dataset with 1.9M reactions from patents (1976-2016). Task: Predict the reactants needed to synthesize the given product. (1) Given the product [CH2:1]([O:3][C:4](=[O:15])[CH2:5][C:6]1[C:18]([CH3:19])=[CH:17][N:8]2[C:7]=1[CH:12]=[C:11]([C:13]#[N:14])[CH:10]=[CH:9]2)[CH3:2], predict the reactants needed to synthesize it. The reactants are: [CH2:1]([O:3][C:4](=[O:15])[CH2:5][CH2:6][C:7]1[CH:12]=[C:11]([C:13]#[N:14])[CH:10]=[CH:9][N:8]=1)[CH3:2].Br[CH2:17][C:18](=O)[CH3:19].C(=O)([O-])O.[Na+]. (2) Given the product [Cl:1][C:2]1[CH:3]=[C:4]([CH2:23][C:24]([OH:27])=[O:26])[CH:5]=[CH:6][C:7]=1[CH:8]([CH3:22])[C:9]([C:15]1[CH:20]=[CH:19][N:18]=[C:17]([Cl:21])[CH:16]=1)([OH:14])[C:10]([F:13])([F:12])[F:11], predict the reactants needed to synthesize it. The reactants are: [Cl:1][C:2]1[CH:3]=[C:4]([CH2:23][C:24]#N)[CH:5]=[CH:6][C:7]=1[CH:8]([CH3:22])[C:9]([C:15]1[CH:20]=[CH:19][N:18]=[C:17]([Cl:21])[CH:16]=1)([OH:14])[C:10]([F:13])([F:12])[F:11].[OH2:26].[OH-:27].[Na+]. (3) Given the product [CH3:29][C:30]1[N:35]=[C:34]([NH:36][C:14]([C:3]2[C:4]3[CH2:13][O:12][C:11]4[CH:10]=[CH:9][CH:8]=[CH:7][C:6]=4[C:5]=3[NH:1][N:2]=2)=[O:16])[CH:33]=[CH:32][CH:31]=1, predict the reactants needed to synthesize it. The reactants are: [NH:1]1[C:5]2[C:6]3[CH:7]=[CH:8][CH:9]=[CH:10][C:11]=3[O:12][CH2:13][C:4]=2[C:3]([C:14]([OH:16])=O)=[N:2]1.C(Cl)(=O)C(Cl)=O.N1C=CC=CC=1.[CH3:29][C:30]1[N:35]=[C:34]([NH2:36])[CH:33]=[CH:32][CH:31]=1. (4) Given the product [Cl:35][C:26]1[CH:25]=[C:24]([CH:12]([NH:13][C:14](=[O:23])[CH2:15][O:16][C:17]2[CH:22]=[CH:21][CH:20]=[CH:19][CH:18]=2)[C:8]2[CH:7]=[C:6]([NH:5][C:3](=[O:4])[CH2:2][N:37]([CH3:38])[CH3:36])[CH:11]=[CH:10][CH:9]=2)[C:33]([OH:34])=[C:32]2[C:27]=1[CH:28]=[CH:29][CH:30]=[N:31]2, predict the reactants needed to synthesize it. The reactants are: Cl[CH2:2][C:3]([NH:5][C:6]1[CH:11]=[CH:10][CH:9]=[C:8]([CH:12]([C:24]2[C:33]([OH:34])=[C:32]3[C:27]([CH:28]=[CH:29][CH:30]=[N:31]3)=[C:26]([Cl:35])[CH:25]=2)[NH:13][C:14](=[O:23])[CH2:15][O:16][C:17]2[CH:22]=[CH:21][CH:20]=[CH:19][CH:18]=2)[CH:7]=1)=[O:4].[CH3:36][NH:37][CH3:38]. (5) Given the product [NH2:21][C@@H:19]([CH3:20])[CH2:18][N:15]1[CH:14]=[CH:13][C:12]([C:10]2[CH:9]=[CH:8][C:5]([C:6]#[N:7])=[C:4]([N+:1]([O-:3])=[O:2])[CH:11]=2)=[N:16]1, predict the reactants needed to synthesize it. The reactants are: [N+:1]([C:4]1[CH:11]=[C:10]([C:12]2[NH:16][N:15]=[CH:14][CH:13]=2)[CH:9]=[CH:8][C:5]=1[C:6]#[N:7])([O-:3])=[O:2].O[CH2:18][C@@H:19]([NH:21]C(=O)OC(C)(C)C)[CH3:20]. (6) Given the product [CH2:1]([O:3][NH:4][CH2:5][C:6]1[CH:7]=[CH:8][C:9]([F:12])=[CH:10][CH:11]=1)[CH3:2], predict the reactants needed to synthesize it. The reactants are: [CH2:1]([O:3][N:4]=[CH:5][C:6]1[CH:11]=[CH:10][C:9]([F:12])=[CH:8][CH:7]=1)[CH3:2].C([BH3-])#N.[Na+]. (7) Given the product [CH2:1]([N:8]1[C:12]2[CH:13]=[C:14]([NH:26][CH:24]([CH3:25])[CH3:23])[C:15]3[N:16]([C:17]([CH3:20])=[N:18][N:19]=3)[C:11]=2[CH:10]=[C:9]1[CH3:22])[C:2]1[CH:7]=[CH:6][CH:5]=[CH:4][CH:3]=1, predict the reactants needed to synthesize it. The reactants are: [CH2:1]([N:8]1[C:12]2[CH:13]=[C:14](Cl)[C:15]3[N:16]([C:17]([CH3:20])=[N:18][N:19]=3)[C:11]=2[CH:10]=[C:9]1[CH3:22])[C:2]1[CH:7]=[CH:6][CH:5]=[CH:4][CH:3]=1.[CH3:23][CH:24]([NH2:26])[CH3:25].[Li+].C[Si]([N-][Si](C)(C)C)(C)C.CO. (8) Given the product [CH:31]([N:3]1[C:4]([C:13]2[CH:14]=[CH:15][C:16]([O:17][CH2:18][C:19]3[CH:28]=[CH:27][C:26]4[C:21](=[CH:22][CH:23]=[CH:24][CH:25]=4)[N:20]=3)=[CH:29][CH:30]=2)=[C:5]([C:7]2[CH:12]=[CH:11][N:10]=[CH:9][CH:8]=2)[CH:6]=[N:2]1)([CH3:33])[CH3:32], predict the reactants needed to synthesize it. The reactants are: C[N:2]1[CH:6]=[C:5]([C:7]2[CH:12]=[CH:11][N:10]=[CH:9][CH:8]=2)[C:4]([C:13]2[CH:30]=[CH:29][C:16]([O:17][CH2:18][C:19]3[CH:28]=[CH:27][C:26]4[C:21](=[CH:22][CH:23]=[CH:24][CH:25]=4)[N:20]=3)=[CH:15][CH:14]=2)=[N:3]1.[CH:31](NN)([CH3:33])[CH3:32]. (9) Given the product [CH:33]1[N:24]2[C:25]3[C:30]([N:31]=[CH:32][C:23]2=[N:22][C:21]=1[CH:20]=[O:34])=[CH:29][CH:28]=[CH:27][CH:26]=3, predict the reactants needed to synthesize it. The reactants are: [N+](C1C=CC(COC(C2N3[C@H](SC=2)C([CH:20]([O:34]C(=O)C)[C:21]2[N:22]=[C:23]4[CH:32]=[N:31][C:30]5[C:25](=[CH:26][CH:27]=[CH:28][CH:29]=5)[N:24]4[CH:33]=2)(Br)C3=O)=O)=CC=1)([O-])=O.P([O-])([O-])([O-])=O.